This data is from M1 muscarinic receptor antagonist screen with 61,756 compounds. The task is: Binary Classification. Given a drug SMILES string, predict its activity (active/inactive) in a high-throughput screening assay against a specified biological target. (1) The drug is O=c1n(c(NCCc2ccccc2)cc(=O)n1C)C. The result is 0 (inactive). (2) The drug is Brc1cc(C(=O)n2nnc3c2cccc3)ccc1OC. The result is 0 (inactive). (3) The compound is Clc1c(C2N3CC4(C(O)C(CN2C4)(C3)C)C)cccc1. The result is 0 (inactive). (4) The compound is Clc1cc2c(CCC)cc(oc2cc1OCC(=O)N(C)C)=O. The result is 0 (inactive). (5) The result is 0 (inactive). The molecule is o1c(CCC(=O)Nc2c(ccc(c2)C(OC)=O)C(OC)=O)ccc1C. (6) The compound is O=C1CC(CC=2NC(=O)CC(C12)c1ccc(N(C)C)cc1)(C)C. The result is 0 (inactive).